From a dataset of Forward reaction prediction with 1.9M reactions from USPTO patents (1976-2016). Predict the product of the given reaction. (1) Given the reactants [Cl:1][C:2]1[C:9]([F:10])=[CH:8][CH:7]=[CH:6][C:3]=1[CH2:4][NH2:5].[CH3:11][O:12][CH:13]([O:18][CH3:19])[C:14](OC)=[O:15].C(N(CC)CC)C.CO, predict the reaction product. The product is: [Cl:1][C:2]1[C:9]([F:10])=[CH:8][CH:7]=[CH:6][C:3]=1[CH2:4][NH:5][C:14](=[O:15])[CH:13]([O:18][CH3:19])[O:12][CH3:11]. (2) Given the reactants [CH3:1][O:2][C:3]1[CH:9]=[CH:8][C:7]([N+:10]([O-:12])=[O:11])=[CH:6][C:4]=1[NH2:5].[CH:13](O)=[O:14].C(O)(=O)C, predict the reaction product. The product is: [CH3:1][O:2][C:3]1[CH:9]=[CH:8][C:7]([N+:10]([O-:12])=[O:11])=[CH:6][C:4]=1[NH:5][CH:13]=[O:14]. (3) Given the reactants [O:1]=[C:2]1[N:8]([CH:9]2[CH2:14][CH2:13][N:12]([C:15]([O:17][C@@H:18]([C:29](O)=[O:30])[CH2:19][C:20]3[CH:25]=[C:24]([CH3:26])[C:23]([OH:27])=[C:22]([CH3:28])[CH:21]=3)=[O:16])[CH2:11][CH2:10]2)[CH2:7][CH2:6][C:5]2[CH:32]=[CH:33][CH:34]=[CH:35][C:4]=2[NH:3]1.[NH:36]1[CH2:41][CH2:40][CH:39]([N:42]2[CH2:47][CH2:46][O:45][CH2:44][CH2:43]2)[CH2:38][CH2:37]1, predict the reaction product. The product is: [O:1]=[C:2]1[N:8]([CH:9]2[CH2:14][CH2:13][N:12]([C:15]([O:17][C@H:18]([CH2:19][C:20]3[CH:21]=[C:22]([CH3:28])[C:23]([OH:27])=[C:24]([CH3:26])[CH:25]=3)[C:29]([N:36]3[CH2:41][CH2:40][CH:39]([N:42]4[CH2:47][CH2:46][O:45][CH2:44][CH2:43]4)[CH2:38][CH2:37]3)=[O:30])=[O:16])[CH2:11][CH2:10]2)[CH2:7][CH2:6][C:5]2[CH:32]=[CH:33][CH:34]=[CH:35][C:4]=2[NH:3]1. (4) Given the reactants [Cl:1][C:2]1[CH:7]=[CH:6][CH:5]=[CH:4][C:3]=1[OH:8].Cl[C:10]1[C:15]([C:16]([O:18][CH2:19][CH3:20])=[O:17])=[CH:14][N:13]=[C:12]([C:21]2[CH:26]=[CH:25][C:24]([F:27])=[C:23]([F:28])[CH:22]=2)[N:11]=1.C(=O)([O-])[O-].[K+].[K+], predict the reaction product. The product is: [Cl:1][C:2]1[CH:7]=[CH:6][CH:5]=[CH:4][C:3]=1[O:8][C:14]1[C:15]([C:16]([O:18][CH2:19][CH3:20])=[O:17])=[CH:10][N:11]=[C:12]([C:21]2[CH:26]=[CH:25][C:24]([F:27])=[C:23]([F:28])[CH:22]=2)[N:13]=1. (5) Given the reactants CS(O[CH2:6][C:7]1([CH2:30][CH2:31]OS(C)(=O)=O)O[N:10]=[C:9]([C:12]2[C:13]([NH:23][CH:24]3[CH2:29][CH2:28][CH2:27][CH2:26][CH2:25]3)=[C:14]3[CH:20]=[N:19][N:18]([CH2:21][CH3:22])[C:15]3=[N:16][CH:17]=2)[CH2:8]1)(=O)=O.[S-2:37].[Na+].[Na+].[OH2:40], predict the reaction product. The product is: [CH:24]1([NH:23][C:13]2[C:14]3[CH:20]=[N:19][N:18]([CH2:21][CH3:22])[C:15]=3[N:16]=[CH:17][C:12]=2[C:9]2[CH2:8][C:7]3([CH2:30][CH2:31][S:37][CH2:6]3)[O:40][N:10]=2)[CH2:25][CH2:26][CH2:27][CH2:28][CH2:29]1.